Dataset: Forward reaction prediction with 1.9M reactions from USPTO patents (1976-2016). Task: Predict the product of the given reaction. Given the reactants [CH2:1]([CH:6]1[CH2:11][CH2:10][CH:9]([C:12](=[CH2:15])[CH2:13][OH:14])[CH2:8][CH2:7]1)[CH2:2][CH2:3][CH2:4][CH3:5].C1C=CC(N=NC2C=CC(N)=NC=2N)=CC=1.Cl.[Cr](Cl)([O-])(=O)=O.C(OCC)C, predict the reaction product. The product is: [CH2:1]([CH:6]1[CH2:7][CH2:8][CH:9]([C:12](=[CH2:15])[CH:13]=[O:14])[CH2:10][CH2:11]1)[CH2:2][CH2:3][CH2:4][CH3:5].